Task: Predict which catalyst facilitates the given reaction.. Dataset: Catalyst prediction with 721,799 reactions and 888 catalyst types from USPTO (1) The catalyst class is: 1. Reactant: [Br:1][C:2]1[CH:7]=[C:6]([N+:8]([O-:10])=[O:9])[C:5](F)=[CH:4][N+:3]=1[O-:12].[CH3:13][NH2:14].O. Product: [Br:1][C:2]1[CH:7]=[C:6]([N+:8]([O-:10])=[O:9])[C:5]([NH:14][CH3:13])=[CH:4][N+:3]=1[O-:12]. (2) Reactant: [O:1]([C:8]1[CH:30]=[CH:29][C:11]([O:12][C:13]2[C:14]3[N:21]([CH2:22][CH:23]4[CH2:28][CH2:27][NH:26][CH2:25][CH2:24]4)[CH:20]=[CH:19][C:15]=3[N:16]=[CH:17][N:18]=2)=[CH:10][CH:9]=1)[C:2]1[CH:7]=[CH:6][CH:5]=[CH:4][CH:3]=1.C(=O)(O)[O-].[Na+].[C:36](Br)#[N:37]. Product: [O:1]([C:8]1[CH:30]=[CH:29][C:11]([O:12][C:13]2[C:14]3[N:21]([CH2:22][CH:23]4[CH2:24][CH2:25][N:26]([C:36]#[N:37])[CH2:27][CH2:28]4)[CH:20]=[CH:19][C:15]=3[N:16]=[CH:17][N:18]=2)=[CH:10][CH:9]=1)[C:2]1[CH:7]=[CH:6][CH:5]=[CH:4][CH:3]=1. The catalyst class is: 46. (3) Reactant: Br[CH2:2][C:3]1[CH:8]=[CH:7][C:6]([N+:9]([O-:11])=[O:10])=[CH:5][C:4]=1[CH2:12]Br.[CH3:14][Si:15]([CH3:31])([CH3:30])[CH2:16][CH2:17][O:18][CH2:19][N:20]1[C:24]2=[N:25][CH:26]=[CH:27][CH:28]=[C:23]2[CH2:22][C:21]1=[O:29].C(=O)([O-])[O-].[Cs+].[Cs+].C(O)(=O)C. Product: [N+:9]([C:6]1[CH:5]=[C:4]2[C:3](=[CH:8][CH:7]=1)[CH2:2][C:22]1([C:23]3[C:24](=[N:25][CH:26]=[CH:27][CH:28]=3)[N:20]([CH2:19][O:18][CH2:17][CH2:16][Si:15]([CH3:30])([CH3:14])[CH3:31])[C:21]1=[O:29])[CH2:12]2)([O-:11])=[O:10]. The catalyst class is: 3. (4) Reactant: [C:1]([C:5]1[CH:9]=[C:8]([NH:10][C:11]2[CH:20]=[C:19](Cl)[CH:18]=[CH:17][C:12]=2[C:13]([O:15][CH3:16])=[O:14])[N:7]([C:22]2[CH:27]=[CH:26][CH:25]=[CH:24][C:23]=2[CH3:28])[N:6]=1)([CH3:4])([CH3:3])[CH3:2].[CH2:29](B(O)O)[CH3:30].C(P(C(C)(C)C)C(C)(C)C)(C)(C)C.[F-].[K+]. Product: [C:1]([C:5]1[CH:9]=[C:8]([NH:10][C:11]2[CH:20]=[C:19]([CH2:29][CH3:30])[CH:18]=[CH:17][C:12]=2[C:13]([O:15][CH3:16])=[O:14])[N:7]([C:22]2[CH:27]=[CH:26][CH:25]=[CH:24][C:23]=2[CH3:28])[N:6]=1)([CH3:4])([CH3:3])[CH3:2]. The catalyst class is: 102. (5) Reactant: [Br:1][C:2]1[CH:3]=[C:4]([NH2:9])[C:5]([NH2:8])=[N:6][CH:7]=1.[C:10](N1C=CN=C1)(N1C=CN=C1)=[O:11].O. Product: [Br:1][C:2]1[CH:3]=[C:4]2[NH:9][C:10](=[O:11])[NH:8][C:5]2=[N:6][CH:7]=1. The catalyst class is: 1. (6) Reactant: [C:1]([O:5][C:6]([N:8]1[CH2:12][CH2:11][CH2:10][C@H:9]1[C:13]#[N:14])=[O:7])([CH3:4])([CH3:3])[CH3:2].[N-:15]=[N+:16]=[N-:17].[Na+].[Cl-].[NH4+].C(O)(=O)CC(CC(O)=O)(C(O)=O)O. Product: [C:1]([O:5][C:6]([N:8]1[CH2:12][CH2:11][CH2:10][C@H:9]1[C:13]1[NH:17][N:16]=[N:15][N:14]=1)=[O:7])([CH3:4])([CH3:2])[CH3:3]. The catalyst class is: 9. (7) Reactant: [Cl:1][C:2]1[CH:3]=[C:4]([C:9]2([C:28]([F:31])([F:30])[F:29])[CH2:13][CH2:12][N:11]([C:14]3[CH:15]=[C:16]4[C:20](=[CH:21][CH:22]=3)[CH:19]([NH:23][C:24](=[O:27])[CH2:25][CH3:26])[CH2:18][CH2:17]4)[CH2:10]2)[CH:5]=[C:6]([Cl:8])[CH:7]=1.C(O)(=[O:34])C. Product: [Cl:1][C:2]1[CH:3]=[C:4]([C:9]2([C:28]([F:30])([F:31])[F:29])[CH2:13][CH2:12][N:11]([C:14]3[CH:15]=[C:16]4[C:20](=[CH:21][CH:22]=3)[CH:19]([NH:23][C:24](=[O:27])[CH2:25][CH3:26])[CH2:18][CH2:17]4)[C:10]2=[O:34])[CH:5]=[C:6]([Cl:8])[CH:7]=1. The catalyst class is: 661.